From a dataset of Full USPTO retrosynthesis dataset with 1.9M reactions from patents (1976-2016). Predict the reactants needed to synthesize the given product. (1) Given the product [O:13]1[CH2:14][CH2:15][CH2:16][CH2:17][CH:12]1[N:10]1[CH:11]=[C:7]([C@H:1]2[CH2:6][CH2:5][CH2:4][CH2:3][C@@H:2]2[OH:20])[CH:8]=[N:9]1, predict the reactants needed to synthesize it. The reactants are: [C:1]1([C:7]2[CH:8]=[N:9][N:10]([CH:12]3[CH2:17][CH2:16][CH2:15][CH2:14][O:13]3)[CH:11]=2)[CH2:6][CH2:5][CH2:4][CH2:3][CH:2]=1.O.B1([O-])O[O:20]1.O.O.O.O.[Na+].S([O-])([O-])(=O)=S.[Na+].[Na+]. (2) The reactants are: C(C1N=C(N2CCC(F)(F)C2)C2N=NN(CC)C=2N=1)(C)(C)C.[C:23]([C:27]1[N:28]=[C:29]([N:36]2[CH2:40][CH2:39][C:38]([F:42])([F:41])[CH2:37]2)[C:30]2[N:35]=[N:34][NH:33][C:31]=2[N:32]=1)([CH3:26])([CH3:25])[CH3:24].Br.Br[CH2:45][C:46]([C:48]1[CH:53]=[CH:52][N:51]=[CH:50][CH:49]=1)=[O:47]. Given the product [C:23]([C:27]1[N:28]=[C:29]([N:36]2[CH2:40][CH2:39][C:38]([F:41])([F:42])[CH2:37]2)[C:30]2[N:35]=[N:34][N:33]([CH2:45][C:46]([C:48]3[CH:53]=[CH:52][N:51]=[CH:50][CH:49]=3)=[O:47])[C:31]=2[N:32]=1)([CH3:26])([CH3:24])[CH3:25], predict the reactants needed to synthesize it. (3) Given the product [F:13][CH:14]1[CH2:17][N:16]([C:2]2[N:7]=[CH:6][N:5]=[C:4]3[N:8]([CH3:12])[N:9]=[C:10]([I:11])[C:3]=23)[CH2:15]1, predict the reactants needed to synthesize it. The reactants are: Cl[C:2]1[N:7]=[CH:6][N:5]=[C:4]2[N:8]([CH3:12])[N:9]=[C:10]([I:11])[C:3]=12.[F:13][CH:14]1[CH2:17][NH:16][CH2:15]1.C(=O)(O)[O-].[Na+].